This data is from Full USPTO retrosynthesis dataset with 1.9M reactions from patents (1976-2016). The task is: Predict the reactants needed to synthesize the given product. Given the product [CH2:2]([O:3][C:4](=[O:21])[CH2:5][C:9](=[O:20])[CH2:10][C:11]1[CH:16]=[C:15]([F:17])[C:14]([F:18])=[CH:13][C:12]=1[F:19])[CH3:1], predict the reactants needed to synthesize it. The reactants are: [CH3:1][C:2]1(C)OC(=O)[CH:5]([C:9](=[O:20])[CH2:10][C:11]2[CH:16]=[C:15]([F:17])[C:14]([F:18])=[CH:13][C:12]=2[F:19])[C:4](=[O:21])[O:3]1.